Regression. Given two drug SMILES strings and cell line genomic features, predict the synergy score measuring deviation from expected non-interaction effect. From a dataset of NCI-60 drug combinations with 297,098 pairs across 59 cell lines. (1) Drug 1: C1=C(C(=O)NC(=O)N1)F. Drug 2: COCCOC1=C(C=C2C(=C1)C(=NC=N2)NC3=CC=CC(=C3)C#C)OCCOC.Cl. Cell line: HCT-15. Synergy scores: CSS=24.9, Synergy_ZIP=-2.44, Synergy_Bliss=-8.04, Synergy_Loewe=-10.5, Synergy_HSA=-7.95. (2) Drug 1: C1=CC(=CC=C1CCCC(=O)O)N(CCCl)CCCl. Drug 2: CC12CCC3C(C1CCC2O)C(CC4=C3C=CC(=C4)O)CCCCCCCCCS(=O)CCCC(C(F)(F)F)(F)F. Cell line: BT-549. Synergy scores: CSS=17.7, Synergy_ZIP=-5.27, Synergy_Bliss=-3.20, Synergy_Loewe=-4.46, Synergy_HSA=-3.85. (3) Drug 1: C1CN(P(=O)(OC1)NCCCl)CCCl. Drug 2: C1C(C(OC1N2C=NC(=NC2=O)N)CO)O. Cell line: SN12C. Synergy scores: CSS=-2.14, Synergy_ZIP=-0.833, Synergy_Bliss=0.105, Synergy_Loewe=-8.66, Synergy_HSA=-6.78.